From a dataset of Catalyst prediction with 721,799 reactions and 888 catalyst types from USPTO. Predict which catalyst facilitates the given reaction. Reactant: [CH3:1][O:2][C:3](=[O:17])[C:4]1[C:9]([N+:10]([O-:12])=[O:11])=[CH:8][CH:7]=[CH:6][C:5]=1[CH2:13][CH2:14][CH2:15][OH:16].CC(C)=[O:20].OS(O)(=O)=O.O=[Cr](=O)=O. Product: [CH3:1][O:2][C:3](=[O:17])[C:4]1[C:9]([N+:10]([O-:12])=[O:11])=[CH:8][CH:7]=[CH:6][C:5]=1[CH2:13][CH2:14][C:15]([OH:20])=[O:16]. The catalyst class is: 21.